From a dataset of Full USPTO retrosynthesis dataset with 1.9M reactions from patents (1976-2016). Predict the reactants needed to synthesize the given product. (1) Given the product [CH3:2][CH2:1][O:3][C:4]([C:6]1[N:7]([S:16]([C:19]2[CH:24]=[CH:23][C:22]([CH3:25])=[CH:21][CH:20]=2)(=[O:18])=[O:17])[C:8]2[C:13]([CH:14]=1)=[CH:12][C:11]([C:69]([OH:71])=[O:70])=[CH:10][CH:9]=2)=[O:5], predict the reactants needed to synthesize it. The reactants are: [CH2:1]([O:3][C:4]([C:6]1[N:7]([S:16]([C:19]2[CH:24]=[CH:23][C:22]([CH3:25])=[CH:21][CH:20]=2)(=[O:18])=[O:17])[C:8]2[C:13]([CH:14]=1)=[CH:12][C:11](Br)=[CH:10][CH:9]=2)=[O:5])[CH3:2].C1(P(C2C=CC=CC=2)C2C3OC4C(=CC=CC=4P(C4C=CC=CC=4)C4C=CC=CC=4)C(C)(C)C=3C=CC=2)C=CC=CC=1.O.[CH:69]([O-:71])=[O:70].[Li+].[Cl-].[Li+].C(N(CC)C(C)C)(C)C.C(OC(=O)C)(=O)C. (2) Given the product [CH:4](=[O:29])[CH2:5][CH2:6][C@H:7]([C@@H:9]1[C@:26]2([CH3:27])[C@H:12]([C@H:13]3[C@H:23]([CH2:24][CH2:25]2)[C@:21]2([CH3:22])[C:16](=[CH:17][C:18](=[O:28])[CH2:19][CH2:20]2)[CH:15]=[CH:14]3)[CH2:11][CH2:10]1)[CH3:8], predict the reactants needed to synthesize it. The reactants are: CC(O)([CH:4]([OH:29])[CH2:5][CH2:6][C@H:7]([C@@H:9]1[C@:26]2([CH3:27])[C@H:12]([C@H:13]3[C@H:23]([CH2:24][CH2:25]2)[C@:21]2([CH3:22])[C:16](=[CH:17][C:18](=[O:28])[CH2:19][CH2:20]2)[CH:15]=[CH:14]3)[CH2:11][CH2:10]1)[CH3:8])C.I([O-])(=O)(=O)=O.[Na+]. (3) Given the product [CH2:14]([S:21][C:22](=[O:35])[CH2:23][C@H:24]([NH:28][C:29](=[O:34])[CH2:30][CH2:31][CH:32]=[CH2:33])[C:25]([O:27][CH2:2][C:3]#[N:4])=[O:26])[C:15]1[CH:16]=[CH:17][CH:18]=[CH:19][CH:20]=1, predict the reactants needed to synthesize it. The reactants are: Br[CH2:2][C:3]#[N:4].C(N(C(C)C)C(C)C)C.[CH2:14]([S:21][C:22](=[O:35])[CH2:23][C@H:24]([NH:28][C:29](=[O:34])[CH2:30][CH2:31][CH:32]=[CH2:33])[C:25]([OH:27])=[O:26])[C:15]1[CH:20]=[CH:19][CH:18]=[CH:17][CH:16]=1.[Cl-].[NH4+]. (4) Given the product [Cl:33][C:30]1[CH:31]=[CH:32][C:27]([N:26]2[C:25](=[O:34])[C:24]3[C:19](=[CH:20][CH:21]=[CH:22][CH:23]=3)[N:18]=[C:17]2[C:13]2[CH:14]=[N:15][CH:16]=[C:11]([C:1]3[CH:6]=[CH:5][CH:4]=[CH:3][CH:2]=3)[CH:12]=2)=[CH:28][CH:29]=1, predict the reactants needed to synthesize it. The reactants are: [C:1]1(B(O)O)[CH:6]=[CH:5][CH:4]=[CH:3][CH:2]=1.Br[C:11]1[CH:12]=[C:13]([C:17]2[N:26]([C:27]3[CH:32]=[CH:31][C:30]([Cl:33])=[CH:29][CH:28]=3)[C:25](=[O:34])[C:24]3[C:19](=[CH:20][CH:21]=[CH:22][CH:23]=3)[N:18]=2)[CH:14]=[N:15][CH:16]=1. (5) Given the product [CH3:21][N:18]1[CH2:19][CH2:20][N:15]([C:9]2[CH:8]=[C:7]3[C:12]([C:13]4[CH:14]=[C:2]([C:25]5[CH:30]=[CH:29][CH:28]=[CH:27][CH:26]=5)[CH:3]=[C:4]([C:22]([NH2:24])=[O:23])[C:5]=4[NH:6]3)=[CH:11][CH:10]=2)[CH2:16][CH2:17]1, predict the reactants needed to synthesize it. The reactants are: Br[C:2]1[CH:3]=[C:4]([C:22]([NH2:24])=[O:23])[C:5]2[NH:6][C:7]3[C:12]([C:13]=2[CH:14]=1)=[CH:11][CH:10]=[C:9]([N:15]1[CH2:20][CH2:19][N:18]([CH3:21])[CH2:17][CH2:16]1)[CH:8]=3.[C:25]1(B(O)O)[CH:30]=[CH:29][CH:28]=[CH:27][CH:26]=1.C([O-])([O-])=O.[Na+].[Na+]. (6) Given the product [F:25][C:19]1[CH:20]=[CH:21][C:22]([F:24])=[CH:23][C:18]=1[CH:9]([S:10][C:11]1[CH:16]=[CH:15][C:14]([CH3:17])=[CH:13][CH:12]=1)[C:5]1[C:6]([CH3:8])=[CH:7][C:2]([CH:33]=[O:34])=[N:3][CH:4]=1, predict the reactants needed to synthesize it. The reactants are: Br[C:2]1[CH:7]=[C:6]([CH3:8])[C:5]([CH:9]([C:18]2[CH:23]=[C:22]([F:24])[CH:21]=[CH:20][C:19]=2[F:25])[S:10][C:11]2[CH:16]=[CH:15][C:14]([CH3:17])=[CH:13][CH:12]=2)=[CH:4][N:3]=1.C([Li])CCC.CN(C)[CH:33]=[O:34].O.